This data is from Reaction yield outcomes from USPTO patents with 853,638 reactions. The task is: Predict the reaction yield, written as a fraction of the theoretical maximum amount of product (1.0 means a 100% yield; for example, 0.34 means a 34% yield). (1) The reactants are [C:1]([O:6][CH3:7])(=[O:5])[C:2]([CH3:4])=[O:3].[CH3:8][C:9]1[O:13][C:12]([C:14]2[CH:19]=[CH:18][CH:17]=[CH:16][CH:15]=2)=[N:11][C:10]=1[CH2:20][CH:21]([CH2:24]O)[CH2:22][OH:23].B(F)(F)F.CCOCC. The catalyst is CC#N. The product is [CH3:4][C:2]1([C:1]([O:6][CH3:7])=[O:5])[O:23][CH2:22][CH:21]([CH2:20][C:10]2[N:11]=[C:12]([C:14]3[CH:19]=[CH:18][CH:17]=[CH:16][CH:15]=3)[O:13][C:9]=2[CH3:8])[CH2:24][O:3]1. The yield is 0.690. (2) The reactants are IC1C=C(N[C:10](=[O:23])[CH2:11][C:12]([NH:14][C:15]2[CH:20]=[CH:19][C:18]([CH3:21])=[C:17]([I:22])[CH:16]=2)=[O:13])C=CC=1C.[Cl-].[Al+3].[Cl-].[Cl-].[Cl-].[Na+]. The catalyst is O. The product is [OH:23][C:10]1[C:20]2[C:15](=[CH:16][C:17]([I:22])=[C:18]([CH3:21])[CH:19]=2)[NH:14][C:12](=[O:13])[CH:11]=1. The yield is 0.280. (3) The reactants are [N+:1]([CH2:4][CH3:5])([O-:3])=[O:2].CO[CH:8]([O:14]C)[CH2:9][CH2:10][CH2:11][CH:12]=O. The catalyst is CCOC(C)=O.CCCCCC. The product is [N+:1](/[C:4](/[CH3:5])=[CH:12]/[CH2:11][CH2:10][CH2:9][CH:8]=[O:14])([O-:3])=[O:2]. The yield is 0.630. (4) The catalyst is CO. The product is [CH3:12][C:13]1[CH:14]=[C:15]2[C:4](=[CH:17][CH:18]=1)[CH:5]=[N:8][C:19]([NH2:20])=[CH:16]2. The reactants are C(O[CH:4](OCC)[C:5](=[NH:8])OC)C.[CH3:12][C:13]1[CH:14]=[CH:15][C:16]([CH2:19][NH2:20])=[CH:17][CH:18]=1. The yield is 0.630. (5) The reactants are [Cl:1][C:2]1[CH:3]=[C:4]([C@H:9]2[CH2:13][CH2:12][N:11]([C@H:14]3[CH2:18][CH2:17][N:16]([C:19]4[CH:24]=[CH:23][CH:22]=[CH:21][CH:20]=4)[C:15]3=[O:25])[CH2:10]2)[CH:5]=[C:6]([Cl:8])[CH:7]=1.[Cl:26][S:27](O)(=[O:29])=[O:28].C([O-])(O)=O.[Na+]. The catalyst is ClCCCl. The product is [Cl:1][C:2]1[CH:3]=[C:4]([C@H:9]2[CH2:13][CH2:12][N:11]([C@H:14]3[CH2:18][CH2:17][N:16]([C:19]4[CH:20]=[CH:21][C:22]([S:27]([Cl:26])(=[O:29])=[O:28])=[CH:23][CH:24]=4)[C:15]3=[O:25])[CH2:10]2)[CH:5]=[C:6]([Cl:8])[CH:7]=1. The yield is 0.880. (6) The reactants are [N:1]1[CH:6]=[CH:5][C:4]([C:7]2[C:8]([C:12]3[CH:17]=[CH:16][C:15]([C:18]#[C:19][C:20]4[CH:29]=[CH:28][C:27]5[C:22](=[CH:23][CH:24]=[CH:25][CH:26]=5)[N:21]=4)=[CH:14][CH:13]=3)=[N:9][NH:10][CH:11]=2)=[CH:3][CH:2]=1.C([O-])([O-])=O.[Cs+].[Cs+].[O:36]1[CH2:40][CH2:39]OC1=O.O. The catalyst is CN(C=O)C. The product is [N:1]1[CH:6]=[CH:5][C:4]([C:7]2[C:8]([C:12]3[CH:17]=[CH:16][C:15]([C:18]#[C:19][C:20]4[CH:29]=[CH:28][C:27]5[C:22](=[CH:23][CH:24]=[CH:25][CH:26]=5)[N:21]=4)=[CH:14][CH:13]=3)=[N:9][N:10]([CH2:39][CH2:40][OH:36])[CH:11]=2)=[CH:3][CH:2]=1. The yield is 0.270. (7) The reactants are [CH2:1]([C:5]1[CH:10]=[CH:9][C:8]([C:11]#[C:12][C:13]2[CH:31]=[CH:30][C:16]([CH2:17][NH:18][C:19]3[CH:20]=[CH:21][C:22]([F:29])=[C:23]([CH:28]=3)[C:24]([O:26][CH3:27])=[O:25])=[CH:15][CH:14]=2)=[CH:7][CH:6]=1)[CH2:2][CH2:3][CH3:4].[CH:32]1([CH:35]=O)[CH2:34][CH2:33]1. No catalyst specified. The product is [CH2:1]([C:5]1[CH:6]=[CH:7][C:8]([C:11]#[C:12][C:13]2[CH:14]=[CH:15][C:16]([CH2:17][N:18]([CH2:35][CH:32]3[CH2:34][CH2:33]3)[C:19]3[CH:20]=[CH:21][C:22]([F:29])=[C:23]([CH:28]=3)[C:24]([O:26][CH3:27])=[O:25])=[CH:30][CH:31]=2)=[CH:9][CH:10]=1)[CH2:2][CH2:3][CH3:4]. The yield is 0.540. (8) The reactants are [C:1](Cl)(=[O:4])[CH:2]=[CH2:3].[Cl:6][C:7]1[C:8]([C:30]2[C:38]3[C:33](=[CH:34][CH:35]=[CH:36][CH:37]=3)[NH:32][CH:31]=2)=[N:9][C:10]([NH:13][C:14]2[CH:15]=[C:16]([NH2:29])[C:17]([C:22]3[CH2:23][CH2:24][N:25]([CH3:28])[CH2:26][CH:27]=3)=[CH:18][C:19]=2[O:20][CH3:21])=[N:11][CH:12]=1.CCN(C(C)C)C(C)C. The catalyst is C1COCC1. The product is [Cl:6][C:7]1[C:8]([C:30]2[C:38]3[C:33](=[CH:34][CH:35]=[CH:36][CH:37]=3)[NH:32][CH:31]=2)=[N:9][C:10]([NH:13][C:14]2[C:19]([O:20][CH3:21])=[CH:18][C:17]([C:22]3[CH2:23][CH2:24][N:25]([CH3:28])[CH2:26][CH:27]=3)=[C:16]([NH:29][C:1](=[O:4])[CH:2]=[CH2:3])[CH:15]=2)=[N:11][CH:12]=1. The yield is 0.310.